Dataset: Forward reaction prediction with 1.9M reactions from USPTO patents (1976-2016). Task: Predict the product of the given reaction. (1) Given the reactants [CH2:1]([O:3][C:4]([CH:6]1[CH2:11][CH2:10][N:9]([C:12]2[CH2:26][C:15]3([CH2:18][N:17]([C:19](OC(C)(C)C)=O)[CH2:16]3)[O:14][N:13]=2)[CH2:8][CH2:7]1)=[O:5])[CH3:2].[CH:27]1([C:30]2[C:35]([C:36]3[CH:41]=[CH:40][C:39]([F:42])=[CH:38][C:37]=3[F:43])=[C:34]([F:44])[C:33]([O:45][CH:46]([CH3:48])[CH3:47])=[C:32](C=O)[CH:31]=2)[CH2:29][CH2:28]1, predict the reaction product. The product is: [CH:27]1([C:30]2[C:35]([C:36]3[CH:41]=[CH:40][C:39]([F:42])=[CH:38][C:37]=3[F:43])=[C:34]([F:44])[C:33]([O:45][CH:46]([CH3:48])[CH3:47])=[C:32]([CH2:19][N:17]3[CH2:16][C:15]4([CH2:26][C:12]([N:9]5[CH2:10][CH2:11][CH:6]([C:4]([O:3][CH2:1][CH3:2])=[O:5])[CH2:7][CH2:8]5)=[N:13][O:14]4)[CH2:18]3)[CH:31]=2)[CH2:29][CH2:28]1. (2) Given the reactants Br[C:2]1[CH:7]=[CH:6][C:5]([C:8]2[CH:13]=[CH:12][CH:11]=[C:10]([F:14])[CH:9]=2)=[CH:4][C:3]=1[O:15][CH3:16].[Li]CCCC.[B:22](OC)([O:25]C)[O:23]C, predict the reaction product. The product is: [F:14][C:10]1[CH:9]=[C:8]([C:5]2[CH:6]=[CH:7][C:2]([B:22]([OH:25])[OH:23])=[C:3]([O:15][CH3:16])[CH:4]=2)[CH:13]=[CH:12][CH:11]=1.